From a dataset of NCI-60 drug combinations with 297,098 pairs across 59 cell lines. Regression. Given two drug SMILES strings and cell line genomic features, predict the synergy score measuring deviation from expected non-interaction effect. (1) Drug 1: C1=C(C(=O)NC(=O)N1)N(CCCl)CCCl. Drug 2: C1C(C(OC1N2C=NC3=C(N=C(N=C32)Cl)N)CO)O. Cell line: IGROV1. Synergy scores: CSS=31.1, Synergy_ZIP=3.22, Synergy_Bliss=3.04, Synergy_Loewe=2.64, Synergy_HSA=2.88. (2) Drug 1: C1CN1C2=NC(=NC(=N2)N3CC3)N4CC4. Drug 2: C1C(C(OC1N2C=NC(=NC2=O)N)CO)O. Cell line: COLO 205. Synergy scores: CSS=41.2, Synergy_ZIP=6.81, Synergy_Bliss=6.40, Synergy_Loewe=4.00, Synergy_HSA=10.6. (3) Drug 1: CN(C)C1=NC(=NC(=N1)N(C)C)N(C)C. Drug 2: CC1=C(C=C(C=C1)NC(=O)C2=CC=C(C=C2)CN3CCN(CC3)C)NC4=NC=CC(=N4)C5=CN=CC=C5. Cell line: NCIH23. Synergy scores: CSS=6.86, Synergy_ZIP=0.894, Synergy_Bliss=4.66, Synergy_Loewe=2.88, Synergy_HSA=4.25. (4) Drug 1: CC(C)NC(=O)C1=CC=C(C=C1)CNNC.Cl. Drug 2: COCCOC1=C(C=C2C(=C1)C(=NC=N2)NC3=CC=CC(=C3)C#C)OCCOC.Cl. Cell line: SK-MEL-28. Synergy scores: CSS=0.653, Synergy_ZIP=-0.0357, Synergy_Bliss=-0.536, Synergy_Loewe=-1.14, Synergy_HSA=-1.36.